The task is: Predict the reactants needed to synthesize the given product.. This data is from Full USPTO retrosynthesis dataset with 1.9M reactions from patents (1976-2016). The reactants are: Cl[S:2]([CH2:5][CH2:6][CH2:7][NH:8][C:9](=[O:11])[CH3:10])(=[O:4])=[O:3].[OH:12][CH2:13][C:14]([CH3:23])([CH3:22])[CH2:15][CH:16]1[CH2:20][O:19][C:18](=[O:21])[O:17]1.C(N(CC)CC)C. Given the product [C:9]([NH:8][CH2:7][CH2:6][CH2:5][S:2]([O:12][CH2:13][C:14]([CH3:23])([CH3:22])[CH2:15][CH:16]1[CH2:20][O:19][C:18](=[O:21])[O:17]1)(=[O:4])=[O:3])(=[O:11])[CH3:10], predict the reactants needed to synthesize it.